Dataset: Full USPTO retrosynthesis dataset with 1.9M reactions from patents (1976-2016). Task: Predict the reactants needed to synthesize the given product. Given the product [N:8]1([C:27]([O:29][C:30]([CH3:31])([CH3:32])[CH3:33])=[O:28])[CH2:13][CH2:12][O:11][C@@H:10]([C:14]([O:16][CH2:17][CH3:18])=[O:15])[CH2:9]1, predict the reactants needed to synthesize it. The reactants are: C([N:8]1[CH2:13][CH2:12][O:11][C@@H:10]([C:14]([O:16][CH2:17][CH3:18])=[O:15])[CH2:9]1)C1C=CC=CC=1.[C:30]([O:29][C:27](O[C:27]([O:29][C:30]([CH3:33])([CH3:32])[CH3:31])=[O:28])=[O:28])([CH3:33])([CH3:32])[CH3:31].[H][H].